From a dataset of Forward reaction prediction with 1.9M reactions from USPTO patents (1976-2016). Predict the product of the given reaction. (1) Given the reactants [NH2:1][C:2]1[C:3](=[O:20])[NH:4][C:5](=[S:19])[N:6]([CH2:9][C:10]2[NH:14][C:13]3[CH:15]=[CH:16][CH:17]=[CH:18][C:12]=3[N:11]=2)[C:7]=1[NH2:8].[C:21](O)(=O)C.C(N)=N, predict the reaction product. The product is: [NH:11]1[C:12]2[CH:18]=[CH:17][CH:16]=[CH:15][C:13]=2[N:14]=[C:10]1[CH2:9][N:6]1[C:7]2[N:8]=[CH:21][NH:1][C:2]=2[C:3](=[O:20])[NH:4][C:5]1=[S:19]. (2) Given the reactants [CH:1]1([N:4]2[C:9](=[O:10])[C:8]3[C:11]([OH:18])=[C:12]([F:17])[C:13](=[O:16])[N:14]([CH3:15])[C:7]=3[C:6]([C:19]3[CH:24]=[CH:23][CH:22]=[C:21]([N+:25]([O-:27])=[O:26])[CH:20]=3)=[N:5]2)[CH2:3][CH2:2]1.CCN(C(C)C)C(C)C.CN1C(=O)CCC1.[F:44][C:45]([F:58])([F:57])[S:46](O[S:46]([C:45]([F:58])([F:57])[F:44])(=[O:48])=[O:47])(=[O:48])=[O:47], predict the reaction product. The product is: [F:44][C:45]([F:58])([F:57])[S:46]([O:18][C:11]1[C:8]2[C:9](=[O:10])[N:4]([CH:1]3[CH2:2][CH2:3]3)[N:5]=[C:6]([C:19]3[CH:24]=[CH:23][CH:22]=[C:21]([N+:25]([O-:27])=[O:26])[CH:20]=3)[C:7]=2[N:14]([CH3:15])[C:13](=[O:16])[C:12]=1[F:17])(=[O:48])=[O:47]. (3) Given the reactants [OH:1][C@H:2]1[CH2:7]CCN(C([O:1][C:2](C)([CH3:7])[CH3:3])=O)[CH2:3]1.C(Cl)[Cl:16].Cl[C:19]([O:21][C:22]1[CH:27]=C[C:25]([N+:28]([O-])=O)=[CH:24][CH:23]=1)=[O:20].C([N:33]([CH2:36][CH3:37])[CH2:34][CH3:35])C.C(=O)([O-])OC1C=CC([N+]([O-])=O)=CC=1, predict the reaction product. The product is: [ClH:16].[NH:28]1[CH2:25][CH2:24][CH2:23][CH:22]([O:21][C:19]([N:33]2[CH:34]3[CH2:35][CH2:37][CH:36]2[CH2:3][CH:2]([OH:1])[CH2:7]3)=[O:20])[CH2:27]1. (4) The product is: [CH:1]1([C:7]2[CH:8]=[CH:9][C:10]([C:13]3[O:14][C:15]([CH3:34])=[C:16]([CH2:18][CH2:19][O:20][C:21]4[CH:30]=[CH:29][CH:28]=[C:27]5[C:22]=4[CH2:23][CH2:24][CH:25]=[C:26]5[CH2:31][CH:32]=[O:33])[N:17]=3)=[CH:11][CH:12]=2)[CH2:6][CH2:5][CH2:4][CH2:3][CH2:2]1. Given the reactants [CH:1]1([C:7]2[CH:12]=[CH:11][C:10]([C:13]3[O:14][C:15]([CH3:34])=[C:16]([CH2:18][CH2:19][O:20][C:21]4[CH:30]=[CH:29][CH:28]=[C:27]5[C:22]=4[CH2:23][CH2:24][CH:25]=[C:26]5[CH2:31][CH2:32][OH:33])[N:17]=3)=[CH:9][CH:8]=2)[CH2:6][CH2:5][CH2:4][CH2:3][CH2:2]1.O, predict the reaction product. (5) Given the reactants P(C(C)(C)C)(C(C)(C)C)C(C)(C)C.CCCCCC.O(C(C)(C)C)[Na].[CH3:26][O:27][C:28]1[CH:29]=[CH:30][C:31]2[CH2:32][C@H:33]3[NH:44][CH2:43][CH2:42][C@@:39]4([C:40]=2[CH:41]=1)[C@H:34]3[CH2:35][CH2:36][CH2:37][CH2:38]4.[N+:45]([C:48]1[CH:53]=[CH:52][C:51](Br)=[CH:50][CH:49]=1)([O-:47])=[O:46], predict the reaction product. The product is: [CH3:26][O:27][C:28]1[CH:29]=[CH:30][C:31]2[CH2:32][C@H:33]3[N:44]([C:51]4[CH:52]=[CH:53][C:48]([N+:45]([O-:47])=[O:46])=[CH:49][CH:50]=4)[CH2:43][CH2:42][C@@:39]4([C:40]=2[CH:41]=1)[C@H:34]3[CH2:35][CH2:36][CH2:37][CH2:38]4. (6) Given the reactants FC1C=C(C2CCC3C(=CC=C(O)C=3)O2)C=CC=1.[F:19][C:20]1[CH:25]=[C:24]([F:26])[CH:23]=[CH:22][C:21]=1[CH:27]1[CH2:36][CH:35](O)[C:34]2[C:29](=[CH:30][CH:31]=[C:32]([OH:38])[CH:33]=2)[O:28]1, predict the reaction product. The product is: [F:19][C:20]1[CH:25]=[C:24]([F:26])[CH:23]=[CH:22][C:21]=1[CH:27]1[CH2:36][CH2:35][C:34]2[C:29](=[CH:30][CH:31]=[C:32]([OH:38])[CH:33]=2)[O:28]1. (7) Given the reactants C(OC(=O)[NH:7][C@@H:8]([CH2:28][C:29]1[CH:34]=[CH:33][CH:32]=[CH:31][CH:30]=1)[CH2:9][NH:10][C:11]1[C:12]2[CH:26]=[CH:25][N:24]=[C:23](Cl)[C:13]=2[N:14]=[C:15]([C:17]2[CH:22]=[CH:21][N:20]=[CH:19][CH:18]=2)[N:16]=1)(C)(C)C.C([Sn](CCCC)(CCCC)[C:41]1[CH:46]=[CH:45][CH:44]=[CH:43][N:42]=1)CCC.[Li+].[Cl-], predict the reaction product. The product is: [C:29]1([CH2:28][C@@H:8]([NH2:7])[CH2:9][NH:10][C:11]2[C:12]3[CH:26]=[CH:25][N:24]=[C:23]([C:41]4[CH:46]=[CH:45][CH:44]=[CH:43][N:42]=4)[C:13]=3[N:14]=[C:15]([C:17]3[CH:22]=[CH:21][N:20]=[CH:19][CH:18]=3)[N:16]=2)[CH:34]=[CH:33][CH:32]=[CH:31][CH:30]=1. (8) Given the reactants [NH2:1][C:2]1[S:3][C:4]([C:10]2[CH:15]=[CH:14][C:13](F)=[CH:12][CH:11]=2)=[CH:5][C:6]=1[C:7]([NH2:9])=[O:8].NC1SC(C2C=CC=CC=2)=C[C:22]=1[C:23](N)=[O:24], predict the reaction product. The product is: [C:23]([NH:1][C:2]1[S:3][C:4]([C:10]2[CH:15]=[CH:14][CH:13]=[CH:12][CH:11]=2)=[CH:5][C:6]=1[C:7]([NH2:9])=[O:8])(=[O:24])[CH3:22]. (9) Given the reactants [S:1]1[CH:5]=[CH:4][C:3]2[CH2:6][C:7]3[C:18]([C:2]1=2)=[CH:17][C:10]1[CH2:11][C:12]2[CH:16]=[CH:15][S:14][C:13]=2[C:9]=1[CH:8]=3.C[C:20]([CH3:23])([O-])[CH3:21].[Na+].Br[CH2:26][CH2:27][CH2:28][CH2:29][CH2:30][CH2:31][CH2:32][CH3:33], predict the reaction product. The product is: [CH2:26]([C:11]1([CH2:17][CH2:18][CH2:2][CH2:3][CH2:4][CH2:21][CH2:20][CH3:23])[C:12]2[CH:16]=[CH:15][S:14][C:13]=2[C:9]2[C:10]1=[CH:17][C:18]1[C:2]3[S:1][CH:5]=[CH:4][C:3]=3[C:6]([CH2:13][CH2:12][CH2:11][CH2:10][CH2:9][CH2:8][CH2:7][CH3:6])([CH2:26][CH2:27][CH2:28][CH2:29][CH2:30][CH2:31][CH2:32][CH3:33])[C:7]=1[CH:8]=2)[CH2:27][CH2:28][CH2:29][CH2:30][CH2:31][CH2:32][CH3:33].